This data is from Full USPTO retrosynthesis dataset with 1.9M reactions from patents (1976-2016). The task is: Predict the reactants needed to synthesize the given product. (1) Given the product [CH3:37][N:35]1[CH:36]=[C:32]([CH2:31][C:26]2[C:24](=[O:25])[N:23]=[C:1]([O:3][CH2:4][CH2:5][C:6]3[CH:7]=[CH:8][C:9]([O:12][C:13]4[CH:18]=[CH:17][C:16]([C:19]([F:22])([F:21])[F:20])=[CH:15][CH:14]=4)=[CH:10][CH:11]=3)[NH:2][CH:27]=2)[CH:33]=[N:34]1, predict the reactants needed to synthesize it. The reactants are: [C:1](=[NH:23])([O:3][CH2:4][CH2:5][C:6]1[CH:11]=[CH:10][C:9]([O:12][C:13]2[CH:18]=[CH:17][C:16]([C:19]([F:22])([F:21])[F:20])=[CH:15][CH:14]=2)=[CH:8][CH:7]=1)[NH2:2].[CH:24]([CH:26]([CH2:31][C:32]1[CH:33]=[N:34][N:35]([CH3:37])[CH:36]=1)[C:27](OC)=O)=[O:25].C([O-])([O-])=O.[K+].[K+]. (2) Given the product [Cl:59][C:60]1[C:61]([F:69])=[C:62]([CH:66]=[CH:67][CH:68]=1)[C:63]([NH:34][C:35]1[CH:36]=[CH:37][C:38]([C:41]2[CH:49]=[C:48]3[C:44]([CH2:45][N:46]([C@@H:51]([CH:56]([CH3:58])[CH3:57])[C:52]([O:54][CH3:55])=[O:53])[C:47]3=[O:50])=[CH:43][CH:42]=2)=[CH:39][CH:40]=1)=[O:64], predict the reactants needed to synthesize it. The reactants are: C(NC1C=CC(C2C=C3C(CN([C@@H](C(C)C)C(OC)=O)C3=O)=CC=2)=CC=1)(=O)C1C=CC=CC=1.[NH2:34][C:35]1[CH:40]=[CH:39][C:38]([C:41]2[CH:49]=[C:48]3[C:44]([CH2:45][N:46]([C@@H:51]([CH:56]([CH3:58])[CH3:57])[C:52]([O:54][CH3:55])=[O:53])[C:47]3=[O:50])=[CH:43][CH:42]=2)=[CH:37][CH:36]=1.[Cl:59][C:60]1[C:61]([F:69])=[C:62]([CH:66]=[CH:67][CH:68]=1)[C:63](Cl)=[O:64].